From a dataset of Catalyst prediction with 721,799 reactions and 888 catalyst types from USPTO. Predict which catalyst facilitates the given reaction. (1) Reactant: [CH2:1]([NH:6][C:7]1[CH:14]=[CH:13][C:10]([C:11]#[N:12])=[CH:9][C:8]=1[N+:15]([O-])=O)[CH2:2][CH:3]([CH3:5])[CH3:4]. Product: [NH2:15][C:8]1[CH:9]=[C:10]([CH:13]=[CH:14][C:7]=1[NH:6][CH2:1][CH2:2][CH:3]([CH3:5])[CH3:4])[C:11]#[N:12]. The catalyst class is: 43. (2) Reactant: [F:1][C:2]1([F:24])[CH2:5][N:4]([C:6]([C:8]2[C:12]3[CH:13]=[C:14]([CH:19](OC)[O:20]C)[C:15]([F:18])=[C:16]([F:17])[C:11]=3[O:10][N:9]=2)=[O:7])[CH2:3]1.O. Product: [F:24][C:2]1([F:1])[CH2:3][N:4]([C:6]([C:8]2[C:12]3[CH:13]=[C:14]([CH:19]=[O:20])[C:15]([F:18])=[C:16]([F:17])[C:11]=3[O:10][N:9]=2)=[O:7])[CH2:5]1. The catalyst class is: 56.